From a dataset of Reaction yield outcomes from USPTO patents with 853,638 reactions. Predict the reaction yield, written as a fraction of the theoretical maximum amount of product (1.0 means a 100% yield; for example, 0.34 means a 34% yield). (1) The reactants are C(OC([N:11]1[CH2:15][C@@H:14]([OH:16])[CH2:13][C@H:12]1[C:17]([OH:19])=[O:18])=O)C1C=CC=CC=1.[H-].[Na+].[CH3:22]I.[H][H]. The catalyst is C1COCC1.CO.[OH-].[OH-].[Pd+2]. The product is [CH3:22][O:16][C@@H:14]1[CH2:15][NH:11][C@H:12]([C:17]([OH:19])=[O:18])[CH2:13]1. The yield is 0.910. (2) The reactants are [CH3:1][O:2][C:3]([C:5]1[CH:10]=[C:9]([O:11][C:12]2[CH:17]=[CH:16][C:15]([NH2:18])=[CH:14][C:13]=2[F:19])[CH:8]=[CH:7][N:6]=1)=[O:4].C(=O)([O-])O.[Na+].Cl[C:26]([O:28][CH2:29][C:30]1[CH:35]=[CH:34][CH:33]=[CH:32][CH:31]=1)=[O:27]. The catalyst is CC(C)=O.O. The product is [CH3:1][O:2][C:3]([C:5]1[CH:10]=[C:9]([O:11][C:12]2[CH:17]=[CH:16][C:15]([NH:18][C:26]([O:28][CH2:29][C:30]3[CH:35]=[CH:34][CH:33]=[CH:32][CH:31]=3)=[O:27])=[CH:14][C:13]=2[F:19])[CH:8]=[CH:7][N:6]=1)=[O:4]. The yield is 0.706. (3) The yield is 0.540. The product is [Cl:1][C:2]1[C:7]([C:8]([NH:10][C:11]2[CH:12]=[C:13]3[C:19]([O:20][CH2:21][CH3:22])=[N:18][NH:17][C:14]3=[N:15][CH:16]=2)=[O:9])=[C:6]([F:30])[C:5]([NH:31][S:32]([CH2:35][CH2:36][CH3:37])(=[O:34])=[O:33])=[CH:4][CH:3]=1. The reactants are [Cl:1][C:2]1[C:7]([C:8]([NH:10][C:11]2[CH:12]=[C:13]3[C:19]([O:20][CH2:21][CH3:22])=[N:18][N:17](C(OC(C)(C)C)=O)[C:14]3=[N:15][CH:16]=2)=[O:9])=[C:6]([F:30])[C:5]([NH:31][S:32]([CH2:35][CH2:36][CH3:37])(=[O:34])=[O:33])=[CH:4][CH:3]=1.C(O)(C(F)(F)F)=O. The catalyst is C(Cl)Cl. (4) The reactants are C([N:8]1[C:12]2([CH2:16][CH2:15][N:14]([C:17]3[CH:18]=[N:19][CH:20]=[C:21]([O:23][CH2:24][CH3:25])[CH:22]=3)[CH2:13]2)[CH2:11][CH2:10][CH2:9]1)C1C=CC=CC=1.Cl.[H][H]. The catalyst is C(O)C.[OH-].[OH-].[Pd+2]. The product is [CH2:24]([O:23][C:21]1[CH:22]=[C:17]([N:14]2[CH2:15][CH2:16][C:12]3([NH:8][CH2:9][CH2:10][CH2:11]3)[CH2:13]2)[CH:18]=[N:19][CH:20]=1)[CH3:25]. The yield is 0.911.